This data is from Forward reaction prediction with 1.9M reactions from USPTO patents (1976-2016). The task is: Predict the product of the given reaction. (1) Given the reactants [CH:1]1[CH:2]=[CH:3][C:4]([C@@H:7]2[N:16]([C:17]([O:19][C@@H:20]3[CH:25]4[CH2:26][CH2:27][N:22]([CH2:23][CH2:24]4)[CH2:21]3)=[O:18])[CH2:15][CH2:14][C:13]3[CH:12]=[CH:11][CH:10]=[CH:9][C:8]2=3)=[CH:5][CH:6]=1.C([O-])(=O)CCC([O-])=O.[OH-].[Na+].C(Cl)Cl, predict the reaction product. The product is: [CH:1]1[CH:6]=[CH:5][C:4]([C@@H:7]2[N:16]([C:17]([O:19][C@@H:20]3[CH:25]4[CH2:24][CH2:23][N:22]([CH2:27][CH2:26]4)[CH2:21]3)=[O:18])[CH2:15][CH2:14][C:13]3[CH:12]=[CH:11][CH:10]=[CH:9][C:8]2=3)=[CH:3][CH:2]=1. (2) Given the reactants [F:1][C:2]([F:12])([F:11])[C:3]1[CH:10]=[CH:9][C:6]([CH2:7]Br)=[CH:5][CH:4]=1.[OH:13][C:14]1[CH:18]=[C:17]([N:19]2[C:27]3[CH:26]=[CH:25][N:24]=[CH:23][C:22]=3[N:21]=[CH:20]2)[S:16][C:15]=1[C:28]([O:30][CH3:31])=[O:29].C(=O)([O-])[O-].[K+].[K+], predict the reaction product. The product is: [N:19]1([C:17]2[S:16][C:15]([C:28]([O:30][CH3:31])=[O:29])=[C:14]([O:13][CH2:7][C:6]3[CH:9]=[CH:10][C:3]([C:2]([F:12])([F:11])[F:1])=[CH:4][CH:5]=3)[CH:18]=2)[C:27]2[CH:26]=[CH:25][N:24]=[CH:23][C:22]=2[N:21]=[CH:20]1. (3) Given the reactants Cl.C(OC(=O)[N:8]([CH2:15][C:16]1[CH:17]=[N:18][C:19]([F:47])=[CH:20][C:21]=1[C:22]1[C:27]2[S:28][C:29]([C:31]3[C:36]([F:37])=[CH:35][N:34]=[C:33]([NH:38][CH2:39][CH2:40][N:41]4[CH2:45][CH2:44][NH:43][C:42]4=[O:46])[N:32]=3)=[CH:30][C:26]=2[CH:25]=[CH:24][CH:23]=1)[CH2:9][CH2:10][C:11]([F:14])([F:13])[F:12])(C)(C)C, predict the reaction product. The product is: [F:37][C:36]1[C:31]([C:29]2[S:28][C:27]3[C:22]([C:21]4[C:16]([CH2:15][NH:8][CH2:9][CH2:10][C:11]([F:12])([F:13])[F:14])=[CH:17][N:18]=[C:19]([F:47])[CH:20]=4)=[CH:23][CH:24]=[CH:25][C:26]=3[CH:30]=2)=[N:32][C:33]([NH:38][CH2:39][CH2:40][N:41]2[CH2:45][CH2:44][NH:43][C:42]2=[O:46])=[N:34][CH:35]=1. (4) Given the reactants [C:1]([O:5][C:6](=[O:19])[C@@H:7]([N:9]1[C:13]2[CH:14]=[CH:15][CH:16]=[CH:17][C:12]=2[NH:11][C:10]1=[O:18])[CH3:8])([CH3:4])([CH3:3])[CH3:2].[CH3:20][C:21]1[C:29]2[C:28]([CH2:30]O)=[CH:27][S:26][C:25]=2[CH:24]=[CH:23][CH:22]=1.C1(P(C2C=CC=CC=2)C2C=CC=CC=2)C=CC=CC=1.CC(OC(/N=N/C(OC(C)C)=O)=O)C, predict the reaction product. The product is: [C:1]([O:5][C:6](=[O:19])[C@@H:7]([N:9]1[C:13]2[CH:14]=[CH:15][CH:16]=[CH:17][C:12]=2[N:11]([CH2:30][C:28]2[C:29]3[C:21]([CH3:20])=[CH:22][CH:23]=[CH:24][C:25]=3[S:26][CH:27]=2)[C:10]1=[O:18])[CH3:8])([CH3:2])([CH3:3])[CH3:4].